Task: Regression. Given a peptide amino acid sequence and an MHC pseudo amino acid sequence, predict their binding affinity value. This is MHC class II binding data.. Dataset: Peptide-MHC class II binding affinity with 134,281 pairs from IEDB (1) The peptide sequence is CSGEPVVVHITDDNE. The binding affinity (normalized) is 0. The MHC is HLA-DPA10103-DPB10401 with pseudo-sequence HLA-DPA10103-DPB10401. (2) The peptide sequence is EAIIRILQQLLFIHF. The MHC is HLA-DQA10201-DQB10202 with pseudo-sequence HLA-DQA10201-DQB10202. The binding affinity (normalized) is 0.0658. (3) The peptide sequence is AFTVVLSGGTLIDTL. The MHC is DRB1_0101 with pseudo-sequence DRB1_0101. The binding affinity (normalized) is 0.746. (4) The peptide sequence is KCKYPEGTKVTFHVE. The MHC is DRB1_1302 with pseudo-sequence DRB1_1302. The binding affinity (normalized) is 0.0584. (5) The peptide sequence is VVIQDNSDIKVVPRRKAKII. The binding affinity (normalized) is 0.205. The MHC is DRB1_1302 with pseudo-sequence DRB1_1302.